Dataset: Drug-target binding data from BindingDB using IC50 measurements. Task: Regression. Given a target protein amino acid sequence and a drug SMILES string, predict the binding affinity score between them. We predict pIC50 (pIC50 = -log10(IC50 in M); higher means more potent). Dataset: bindingdb_ic50. (1) The small molecule is CC(=O)N[C@@H]1[C@@H](N=[N+]=[N-])C=C(C(=O)O)O[C@H]1CNc1ccccc1. The target protein sequence is MSIKMTSQRRRASIHKETDSNIKGVDMRFKNVKKTALMLAMFGMATSSNAALFDYNATGDTEFDSPAKQGWMQDNTNNGSGVLTNADGMPAWLVQGNGGRAQWTYSLSTNQHAQASSFGWRMTTEMKVLSGGMITNYYANGTQRVLPIISLDSSGNLVVEFEGQTGRTILATGTAATEYHKFELVFLPGSNPSASFYFDGKLIRDNIQPTASKQNMIVWGNGSSNTDGVAAYRDIKFEIQGDVIFRGPDRIPSIVASSVTPGVVTAFAEKRVGGGDPGALSNTNDIITRTSRDGGITWDTELNLTEQINVSDEFDFSDPRPIYDPSTNTVLVSYARWPTDAAQNGDRIKPWMPNGIFYSVYDVASGNWRAPIDVTDQVKERSFQIAGWGGSELYRRNTNLNSQQDWQSNAKIRIVDGAANQIQVADGGRKYVFTLSIDESGSLVANLNGVSDPIILQSERAKVHSFHDYELQYSALNRSTTLFVDGQAITTWTGEVSQEN.... The pIC50 is 3.0. (2) The drug is CCCCCCCCCCCCCC(O)(P(=O)(O)O)P(=O)(O)O. The target protein sequence is MAHMERFQKVYEEVQEFLLGDAEKRFEMDVHRKGYLKSMMDTTCLGGKYNRGLCVVDVAEAMAKDTKMDAAAMERVLHDACVCGWMIEMLQAHFLVEDDIMDHSKTRRGKPCWYLHPGVTTQVAINDGLILLAWATQMALHYFADRPFLAEVLRVFHDVDLTTTIGQLYDVTSMVDSAKLDANVAHANTTDYIEYTPFNHRRIVVYKTAYYTYWLPLVMGLLVSGTVEKVDKEATHKVAMVMGEYFQVQDDVMDCFTPPEKLGKIGTDIEDAKCSWLAVTFLTTAPAEKVAEFKANYGSTDPAKVAVIKQLYTEQNLLARFEEYEKAVVAEIEQLIAALEAQNTAFAASVKVLWSKTYKRQK. The pIC50 is 4.0. (3) The drug is O=c1[nH]c2ccc(/N=C/c3cc(Br)cc(Br)c3O)cc2[nH]1. The target protein (Q13882) has sequence MVSRDQAHLGPKYVGLWDFKSRTDEELSFRAGDVFHVARKEEQWWWATLLDEAGGAVAQGYVPHNYLAERETVESEPWFFGCISRSEAVRRLQAEGNATGAFLIRVSEKPSADYVLSVRDTQAVRHYKIWRRAGGRLHLNEAVSFLSLPELVNYHRAQSLSHGLRLAAPCRKHEPEPLPHWDDWERPREEFTLCRKLGSGYFGEVFEGLWKDRVQVAIKVISRDNLLHQQMLQSEIQAMKKLRHKHILALYAVVSVGDPVYIITELMAKGSLLELLRDSDEKVLPVSELLDIAWQVAEGMCYLESQNYIHRDLAARNILVGENTLCKVGDFGLARLIKEDVYLSHDHNIPYKWTAPEALSRGHYSTKSDVWSFGILLHEMFSRGQVPYPGMSNHEAFLRVDAGYRMPCPLECPPSVHKLMLTCWCRDPEQRPCFKALRERLSSFTSYENPT. The pIC50 is 5.2. (4) The compound is NC(=O)c1cc2cc(OCc3cccc(C(=O)O)c3)ccc2[nH]1. The target protein sequence is DESQSLSLCGMVWEHRKGTDYHKQPWQAKISVIRPSKGHESCMGAVVSEYFVLTAAHCFTVDDKEHSIKVSVGGEKRDLEIEVVLFHPNYNINGKKEAGIPEFYDYDVALIKLKNKLKYGQTIRPICLPCTEGTTRALRLPPTTTCQQQKEELLPAQDIKALFVSEEEKKLTRKEVYIKNGDKKGSCERDAQYAPGYDKVKDISEVVTPRFLCTGGVSPYADPNTCRGDSGGPLIVHKRSRFIQVGVISWGVVDVCKNQKRQKQVPAHARDFHINLFQVLPWLKEKLQDEDLGFL. The pIC50 is 4.0. (5) The compound is Nc1ncnc2c1ncn2[C@@H]1O[C@H](COP(=O)(O)O)[C@@H](O)[C@H]1O. The target protein (Q04451) has sequence MADPKIEEILAPLRANVKEQGDLVRKLKEEKAPEIDIKKAVAELKTRKKILEDKELSLAPAEDLFDRAKMEDLIKRRFFYDQSFAIYGGITGQFDFGPMGCALKSNMIHLWKKFFILQEQMLEVECSILTPEPVLKASGHVERFADLMTKDIKTGECFRLDHLIKGHLEKIKSDKNTKIELKAEIEDILIKLDGMNADEMSALMKRFEMKSPISGNDLTPPIEFNLMFNTQIGPSGLVKGFLRPETAQGIFVNFKRLLEFNQGRLPFAAAQIGNSFRNEISPRSGLLRVREFTMCEIEHFCDVKEHPKFESVKNTQSLLYSADNQEQGKPADLTTIGDAVCKGIVNNETLGYFMARIHMYMLAVGIDPKRLRFRQHMGNEMAHYACDCWDAECLSSYGWIECVGCADRSAYDLTQHTKATGIRLAAEKKLPAPKQIEVVEAIANNGRIGKAFKKDSQAINDTLATLDNAALEEMQKELDSNGEYTLITARGEFKLTPSLV.... The pIC50 is 3.1. (6) The compound is CNC(=O)[C@H](Cc1ccccc1)NC(=O)[C@H](Cc1ccccc1)NC(=O)[C@@H]1CCCN1C(=O)[C@@H](N)Cc1ccc(O)cc1. The target protein sequence is MDSGAVPGNASDCTDPFAQSTCSPAPSPGSWTNLSHLDGNLSDPCGPNRTDLVGSDSLCPPTGSPSMITAITIMALYSIVCVVGLFGNFLVMYVIVRYTKMKTATNIYIFNLALADALATSTLPFQSVNYLMGTWPFGTILCKIVISIDYYNMFTSIFTLCTMSVDRYIAVCHPVKALDFRTPRNAKIVNVCNWILSSAIGLPVMFMATTKYRNGSIDCTLTFSHPTWYWENLLKICVFIFAFIMPVLIITVCYGLMILRLKSVRMLSGSKEKDRNLRRITRMVLVVVAVFIVCWTPIHIYVIIKALITIPETTFQTVSWHFCIALGYTNSCLNPVLYAFLDENFKRCFREFCIPTSSTIEQQNSTRIRQNTRDHPSTANTVDRTNHQLENLEAETAPLP. The pIC50 is 6.9. (7) The small molecule is CC(=O)c1cccc(NC(=O)C[N+]23CC[N+](Cc4ccc5c(c4)C(=O)c4ccc(C6=C(C(=O)O)N7C(=O)[C@H]([C@@H](C)O)[C@H]7[C@H]6C)cc4-5)(CC2)CC3)c1.[Cl-].[Cl-]. The target protein sequence is MTENKGSSQPKKNGNNGGKSNSKKNRNVKRTIIKIIGFMIIAFFVVLLLGILLFAYYAWKAPAFTEAKLQDPIPAKIYDKNGELVKTLDNGQRHEHVNLKDVPKSMKDAVLATEDNRFYEHGALDYKRLFGAIGKNLTGGFGSEGASTLTQQVVKDAFLSQHKSIGRKAQEAYLSYRLEQEYSKDDIFQVYLNKIYYSDGVTGIKAAAKYYFNKDLKDLNLAEEAYLAGLPQVPNNYNIYDHPKAAEDRKNTVLYLMHYHKRITDKQWEDAKKIDLKANLVNRTPEERQNIDTNQDSEYNSYVNFVKSELMNNKAFKDENLGNVLQSGIKIYTNMDKDVQKTLQNDVDNGSFYKNKDQQVGATILDSKTGGLVAISGGRDFKDVVNRNQATDPHPTGSSLKPFLAYGPAIENMKWATNHAIQDESSYQVDGSTFRNYDTKSHGTVSIYDALRQSFNIPALKAWQSVKQNAGNDAPKKFAAKLGLNYEGDIGPSEVLGGSA.... The pIC50 is 5.9. (8) The compound is Cc1ccc(/N=C2\NC(=O)/C(=C\c3cc(C)n(-c4cc(C(=O)O)cc(C(=O)O)c4)c3C)S2)cc1. The target protein (P17952) has sequence MNTQQLAKLRSIVPEMRRVRHIHFVGIGGAGMGGIAEVLANEGYQISGSDLAPNPVTQQLMNLGATIYFNHRPENVRDASVVVVSSAISADNPEIVAAHEARIPVIRRAEMLAELMRFRHGIAIAGTHGKTTTTAMVSSIYAEAGLDPTFVNGGLVKAAGVHARLGHGRYLIAEADESDASFLHLQPMVAIVTNIEADHMDTYQGDFENLKQTFINFLHNLPFYGRAVMCVDDPVIRELLPRVGRQTTTYGFSEDADVRVEDYQQIGPQGHFTLLRQDKEPMRVTLNAPGRHNALNAAAAVAVATEEGIDDEAILRALESFQGTGRRFDFLGEFPLEPVNGKSGTAMLVDDYGHHPTEVDATIKAARAGWPDKNLVMLFQPHRFTRTRDLYDDFANVLTQVDTLLMLEVYPAGEAPIPGADSRSLCRTIRGRGKIDPILVPDPARVAEMLAPVLTGNDLILVQGAGNIGKIARSLAEIKLKPQTPEEEQHD. The pIC50 is 4.0.